Dataset: Reaction yield outcomes from USPTO patents with 853,638 reactions. Task: Predict the reaction yield, written as a fraction of the theoretical maximum amount of product (1.0 means a 100% yield; for example, 0.34 means a 34% yield). (1) The reactants are [CH3:1][O:2][C:3](=[O:44])[CH2:4][NH:5][C:6](=[O:43])[CH2:7][NH:8][C:9](=[O:42])[C@H:10]([CH:39]([CH3:41])[CH3:40])[NH:11][C:12](=[O:38])[C@H:13]([CH:35]([CH3:37])[CH3:36])[NH:14][C:15](=[O:34])[C@H:16]([CH2:25][O:26][CH2:27][C:28]1[CH:33]=[CH:32][CH:31]=[CH:30][CH:29]=1)[NH:17]C(OC(C)(C)C)=O.[C:45]([OH:51])([C:47]([F:50])([F:49])[F:48])=[O:46]. The catalyst is C(Cl)Cl. The product is [F:48][C:47]([F:50])([F:49])[C:45]([OH:51])=[O:46].[CH3:1][O:2][C:3](=[O:44])[CH2:4][NH:5][C:6](=[O:43])[CH2:7][NH:8][C:9](=[O:42])[C@H:10]([CH:39]([CH3:40])[CH3:41])[NH:11][C:12](=[O:38])[C@H:13]([CH:35]([CH3:37])[CH3:36])[NH:14][C:15](=[O:34])[C@H:16]([CH2:25][O:26][CH2:27][C:28]1[CH:33]=[CH:32][CH:31]=[CH:30][CH:29]=1)[NH2:17]. The yield is 0.920. (2) The reactants are F[C:2]1[CH:9]=[CH:8][C:5]([C:6]#[N:7])=[CH:4][CH:3]=1.[CH3:10][C@H:11]1[CH2:16][O:15][CH2:14][CH2:13][NH:12]1.C([O-])([O-])=O.[K+].[K+]. The catalyst is CS(C)=O.O. The product is [CH3:10][C@@H:11]1[N:12]([C:2]2[CH:9]=[CH:8][C:5]([C:6]#[N:7])=[CH:4][CH:3]=2)[CH2:13][CH2:14][O:15][CH2:16]1. The yield is 0.430. (3) The catalyst is CCOC(C)=O.C1COCC1. The product is [F:10][C:9]([F:12])([F:11])[C:7]1[CH:6]=[C:5]([C:13]2[N:17]=[CH:16][N:15](/[CH:18]=[CH:19]\[C:20]([NH:35][NH:34][C:32]([CH:29]3[CH2:30][CH2:31][N:26]([CH3:25])[CH2:27][CH2:28]3)=[O:33])=[O:21])[N:14]=2)[CH:4]=[C:3]([C:2]([F:23])([F:24])[F:1])[CH:8]=1. The yield is 0.0450. The reactants are [F:1][C:2]([F:24])([F:23])[C:3]1[CH:4]=[C:5]([C:13]2[N:17]=[CH:16][N:15](/[CH:18]=[CH:19]\[C:20](O)=[O:21])[N:14]=2)[CH:6]=[C:7]([C:9]([F:12])([F:11])[F:10])[CH:8]=1.[CH3:25][N:26]1[CH2:31][CH2:30][CH:29]([C:32]([NH:34][NH2:35])=[O:33])[CH2:28][CH2:27]1.C(P1(=O)OP(CCC)(=O)OP(CCC)(=O)O1)CC.CCN(C(C)C)C(C)C. (4) The reactants are [C:1]([C:5]1[S:9][C:8]2[CH:10]=[C:11]([F:14])[CH:12]=[CH:13][C:7]=2[C:6]=1[NH2:15])([O:3]C)=[O:2].[OH-].[Na+].C(O)(C)C. The catalyst is O. The product is [NH2:15][C:6]1[C:7]2[CH:13]=[CH:12][C:11]([F:14])=[CH:10][C:8]=2[S:9][C:5]=1[C:1]([OH:3])=[O:2]. The yield is 0.947. (5) The reactants are [N:1]1[CH:6]=[CH:5][CH:4]=[CH:3][C:2]=1[CH2:7][NH:8][CH2:9][C:10]1[CH:15]=[CH:14][C:13](/[CH:16]=[CH:17]/[CH:18]([C:23]2[CH:28]=[C:27]([Cl:29])[C:26]([Cl:30])=[C:25]([Cl:31])[CH:24]=2)[C:19]([F:22])([F:21])[F:20])=[CH:12][C:11]=1[C:32]([F:35])([F:34])[F:33].CCN(CC)CC.[CH:43]1([C:46](Cl)=[O:47])[CH2:45][CH2:44]1. The catalyst is C(Cl)Cl. The product is [N:1]1[CH:6]=[CH:5][CH:4]=[CH:3][C:2]=1[CH2:7][N:8]([CH2:9][C:10]1[CH:15]=[CH:14][C:13](/[CH:16]=[CH:17]/[CH:18]([C:23]2[CH:28]=[C:27]([Cl:29])[C:26]([Cl:30])=[C:25]([Cl:31])[CH:24]=2)[C:19]([F:22])([F:21])[F:20])=[CH:12][C:11]=1[C:32]([F:35])([F:34])[F:33])[C:46]([CH:43]1[CH2:45][CH2:44]1)=[O:47]. The yield is 0.500. (6) The catalyst is CO. The yield is 0.310. The reactants are [CH3:1][C:2]1[N:6]([CH:7]2[CH2:13][C@H:12]3[N:14]([CH2:15][CH2:16][C:17]4([C:35]5[CH:40]=[CH:39][CH:38]=[CH:37][C:36]=5[CH3:41])[CH2:22][CH2:21][N:20]([C:23]([C:25]5[CH:26]=[C:27]([CH:32]=[CH:33][CH:34]=5)[C:28]([O:30]C)=[O:29])=[O:24])[CH2:19][CH2:18]4)[C@H:9]([CH2:10][CH2:11]3)[CH2:8]2)[C:5]2[CH:42]=[CH:43][CH:44]=[CH:45][C:4]=2[N:3]=1.[OH-].[Na+]. The product is [CH3:1][C:2]1[N:6]([CH:7]2[CH2:13][C@H:12]3[N:14]([CH2:15][CH2:16][C:17]4([C:35]5[CH:40]=[CH:39][CH:38]=[CH:37][C:36]=5[CH3:41])[CH2:22][CH2:21][N:20]([C:23]([C:25]5[CH:26]=[C:27]([CH:32]=[CH:33][CH:34]=5)[C:28]([OH:30])=[O:29])=[O:24])[CH2:19][CH2:18]4)[C@H:9]([CH2:10][CH2:11]3)[CH2:8]2)[C:5]2[CH:42]=[CH:43][CH:44]=[CH:45][C:4]=2[N:3]=1. (7) The reactants are Cl[C:2]1[CH:7]=[N:6][CH:5]=[C:4]([Cl:8])[N:3]=1.[CH3:9][NH:10][CH:11]([CH2:13][CH3:14])[CH3:12].C(=O)([O-])[O-].[K+].[K+].CC(N(C)C)=O. The catalyst is O. The product is [Cl:8][C:4]1[N:3]=[C:2]([N:10]([CH3:9])[CH:11]([CH3:12])[CH2:13][CH3:14])[CH:7]=[N:6][CH:5]=1. The yield is 0.720.